From a dataset of Forward reaction prediction with 1.9M reactions from USPTO patents (1976-2016). Predict the product of the given reaction. (1) Given the reactants [O:1]1[C:5]2([CH2:10][CH2:9][CH:8]([CH:11]([NH:14][C:15](=[O:18])[CH:16]=[CH2:17])C=C)[CH2:7][CH2:6]2)[O:4][CH2:3][CH2:2]1.N1CCC1, predict the reaction product. The product is: [O:4]1[C:5]2([CH2:6][CH2:7][CH:8]([CH:11]3[NH:14][C:15](=[O:18])[CH:16]=[CH:17]3)[CH2:9][CH2:10]2)[O:1][CH2:2][CH2:3]1. (2) Given the reactants [C:1]([C:4]1[CH:9]=[C:8]([C:10]2[CH:15]=[CH:14][N:13]=[C:12]([NH:16][CH:17]3[CH2:22][CH2:21][CH2:20][CH2:19][CH2:18]3)[CH:11]=2)[N:7]=[C:6]([N:23]2[CH2:28][CH2:27][CH:26]([C:29]([OH:31])=O)[CH2:25][CH2:24]2)[CH:5]=1)(=[O:3])[NH2:2].[NH4+].[Cl-].C[N:35](C(ON1N=NC2C=CC=NC1=2)=[N+](C)C)C.F[P-](F)(F)(F)(F)F.C(N(C(C)C)C(C)C)C, predict the reaction product. The product is: [CH:17]1([NH:16][C:12]2[CH:11]=[C:10]([C:8]3[N:7]=[C:6]([N:23]4[CH2:28][CH2:27][CH:26]([C:29]([NH2:35])=[O:31])[CH2:25][CH2:24]4)[CH:5]=[C:4]([C:1]([NH2:2])=[O:3])[CH:9]=3)[CH:15]=[CH:14][N:13]=2)[CH2:18][CH2:19][CH2:20][CH2:21][CH2:22]1. (3) Given the reactants [OH:1][C:2]1[CH:7]=[CH:6][C:5]([NH:8][C:9]2[O:10][CH2:11][C:12](=[O:19])[C:13]=2[C:14]([O:16][CH2:17][CH3:18])=[O:15])=[C:4]([CH3:20])[CH:3]=1.[CH3:21][O:22][CH2:23][CH2:24]O.C1(P(C2C=CC=CC=2)C2C=CC=CC=2)C=CC=CC=1.N(C(OCC)=O)=NC(OCC)=O, predict the reaction product. The product is: [CH3:21][O:22][CH2:23][CH2:24][O:1][C:2]1[CH:7]=[CH:6][C:5]([NH:8][C:9]2[O:10][CH2:11][C:12](=[O:19])[C:13]=2[C:14]([O:16][CH2:17][CH3:18])=[O:15])=[C:4]([CH3:20])[CH:3]=1. (4) Given the reactants C(=O)([O-])O.[Na+].[Br:6]Br.[CH3:8][O:9][C:10]1[CH:17]=[CH:16][C:13]([CH:14]=[O:15])=[CH:12][C:11]=1[O:18][Si:19]([CH:26]([CH3:28])[CH3:27])([CH:23]([CH3:25])[CH3:24])[CH:20]([CH3:22])[CH3:21].S([O-])([O-])=O.[Na+].[Na+], predict the reaction product. The product is: [Br:6][C:16]1[CH:17]=[C:10]([O:9][CH3:8])[C:11]([O:18][Si:19]([CH:23]([CH3:25])[CH3:24])([CH:20]([CH3:22])[CH3:21])[CH:26]([CH3:28])[CH3:27])=[CH:12][C:13]=1[CH:14]=[O:15].